Dataset: Peptide-MHC class II binding affinity with 134,281 pairs from IEDB. Task: Regression. Given a peptide amino acid sequence and an MHC pseudo amino acid sequence, predict their binding affinity value. This is MHC class II binding data. The binding affinity (normalized) is 0.420. The MHC is DRB1_1101 with pseudo-sequence DRB1_1101. The peptide sequence is KSTNGLRIKSYEDAK.